Dataset: Forward reaction prediction with 1.9M reactions from USPTO patents (1976-2016). Task: Predict the product of the given reaction. (1) Given the reactants [OH:1][C@H:2]1[CH2:7][CH2:6][C@H:5]([N:8]2[C:13](=[O:14])[C:12]([CH2:15][C:16]3[CH:21]=[CH:20][C:19]([C:22]4[C:23]([C:28]#[N:29])=[CH:24][CH:25]=[CH:26][CH:27]=4)=[CH:18][C:17]=3[O:30][CH3:31])=[C:11]([CH2:32][CH2:33][CH3:34])[N:10]3[N:35]=[CH:36][CH:37]=[C:9]23)[CH2:4][CH2:3]1.[N+](=[CH:40][C:41]([O:43][CH2:44][CH3:45])=[O:42])=[N-].C(OCC)(=O)C.O, predict the reaction product. The product is: [CH2:44]([O:43][C:41](=[O:42])[CH2:40][O:1][C@H:2]1[CH2:3][CH2:4][C@H:5]([N:8]2[C:13](=[O:14])[C:12]([CH2:15][C:16]3[CH:21]=[CH:20][C:19]([C:22]4[CH:27]=[CH:26][CH:25]=[CH:24][C:23]=4[C:28]#[N:29])=[CH:18][C:17]=3[O:30][CH3:31])=[C:11]([CH2:32][CH2:33][CH3:34])[N:10]3[N:35]=[CH:36][CH:37]=[C:9]23)[CH2:6][CH2:7]1)[CH3:45]. (2) Given the reactants Br[C:2]1[C:3]([C:13]#[N:14])=[N:4][C:5]2[C:10]([N:11]=1)=[CH:9][CH:8]=[C:7]([Cl:12])[CH:6]=2.[As](C1C=CC=CC=1)(C1C=CC=CC=1)C1C=CC=CC=1.[CH2:34]([Sn](CCCC)(CCCC)CCCC)[C:35]1[CH:40]=[CH:39][CH:38]=[CH:37][CH:36]=1, predict the reaction product. The product is: [CH2:34]([C:2]1[C:3]([C:13]#[N:14])=[N:4][C:5]2[C:10]([N:11]=1)=[CH:9][CH:8]=[C:7]([Cl:12])[CH:6]=2)[C:35]1[CH:40]=[CH:39][CH:38]=[CH:37][CH:36]=1. (3) The product is: [CH2:1]([O:3][P:4]([CH2:7][C:8]1[CH:13]=[C:12]([Cl:14])[CH:11]=[CH:10][C:9]=1[O:15][CH2:30][C:29]([N:25]1[CH2:26][CH:27]([CH3:28])[N:22]([CH2:21][C:20]2[CH:19]=[CH:18][C:17]([F:16])=[CH:35][CH:34]=2)[CH2:23][CH:24]1[CH3:33])=[O:32])([NH2:6])=[O:5])[CH3:2]. Given the reactants [CH2:1]([O:3][P:4]([CH2:7][C:8]1[CH:13]=[C:12]([Cl:14])[CH:11]=[CH:10][C:9]=1[OH:15])([NH2:6])=[O:5])[CH3:2].[F:16][C:17]1[CH:35]=[CH:34][C:20]([CH2:21][N:22]2[C@@H:27]([CH3:28])[CH2:26][N:25]([C:29](=[O:32])[CH2:30]O)[C@H:24]([CH3:33])[CH2:23]2)=[CH:19][CH:18]=1.C1(P(C2C=CC=CC=2)C2C=CC=CC=2)C=CC=CC=1.N(C(OCC)=O)=NC(OCC)=O, predict the reaction product. (4) Given the reactants [F:1][CH:2]1[CH:7]([OH:8])[CH2:6][CH2:5][N:4]([C:9]2[N:14]=[C:13]([NH:15][C:16]3[N:21]=[CH:20][C:19]4[N:22]=[C:23]([C@H:31]([O:33]C5CCCCO5)[CH3:32])[N:24]([C@@H:25]([CH3:30])[C:26]([F:29])([F:28])[F:27])[C:18]=4[CH:17]=3)[CH:12]=[CH:11][N:10]=2)[CH2:3]1.Cl, predict the reaction product. The product is: [F:1][C@H:2]1[C@@H:7]([OH:8])[CH2:6][CH2:5][N:4]([C:9]2[N:14]=[C:13]([NH:15][C:16]3[N:21]=[CH:20][C:19]4[N:22]=[C:23]([C@H:31]([OH:33])[CH3:32])[N:24]([C@@H:25]([CH3:30])[C:26]([F:29])([F:28])[F:27])[C:18]=4[CH:17]=3)[CH:12]=[CH:11][N:10]=2)[CH2:3]1. (5) Given the reactants [F:1][C:2]1[C:10]([CH:11]([C:13]2[N:17]3[N:18]=[C:19]([C:22](=O)[CH3:23])[CH:20]=[CH:21][C:16]3=[N:15][CH:14]=2)[CH3:12])=[C:9]([F:25])[CH:8]=[C:7]2[C:3]=1[CH:4]=[N:5][N:6]2[CH3:26].[NH2:27][O:28][CH2:29][CH2:30][OH:31], predict the reaction product. The product is: [OH:31][CH2:30][CH2:29][O:28]/[N:27]=[C:22](/[C:19]1[CH:20]=[CH:21][C:16]2[N:17]([C:13]([CH:11]([C:10]3[C:2]([F:1])=[C:3]4[C:7](=[CH:8][C:9]=3[F:25])[N:6]([CH3:26])[N:5]=[CH:4]4)[CH3:12])=[CH:14][N:15]=2)[N:18]=1)\[CH3:23]. (6) Given the reactants [NH2:1][C@@H:2]1[CH2:7][CH2:6][C@H:5]([NH:8][C:9]2[CH:14]=[C:13]([N:15]([CH3:17])[CH3:16])[C:12]([CH3:18])=[CH:11][N:10]=2)[CH2:4][CH2:3]1.[Cl:19][C:20]1[CH:25]=[C:24]([N:26]=[C:27]=[S:28])[CH:23]=[CH:22][C:21]=1[F:29].O, predict the reaction product. The product is: [ClH:19].[Cl:19][C:20]1[CH:25]=[C:24]([NH:26][C:27]([NH:1][C@H:2]2[CH2:3][CH2:4][C@@H:5]([NH:8][C:9]3[CH:14]=[C:13]([N:15]([CH3:17])[CH3:16])[C:12]([CH3:18])=[CH:11][N:10]=3)[CH2:6][CH2:7]2)=[S:28])[CH:23]=[CH:22][C:21]=1[F:29]. (7) Given the reactants [N+:1]([C:4]1[CH:11]=[CH:10][C:7]([CH:8]=O)=[CH:6][CH:5]=1)([O-:3])=[O:2].[CH3:12][C@H:13]1[CH2:18][NH:17][CH2:16][CH2:15][N:14]1[C:19]([O:21][C:22]([CH3:25])([CH3:24])[CH3:23])=[O:20].C(O[BH-](OC(=O)C)OC(=O)C)(=O)C.[Na+].C([O-])(O)=O.[Na+], predict the reaction product. The product is: [CH3:12][C@H:13]1[CH2:18][N:17]([CH2:8][C:7]2[CH:10]=[CH:11][C:4]([N+:1]([O-:3])=[O:2])=[CH:5][CH:6]=2)[CH2:16][CH2:15][N:14]1[C:19]([O:21][C:22]([CH3:23])([CH3:25])[CH3:24])=[O:20]. (8) Given the reactants [CH2:1]1[C@@H:5]([OH:6])[C@H:4](/[CH:7]=[CH:8]/[C@@H:9]([OH:22])[CH2:10][O:11][C:12]2[CH:17]=[C:16]([C:18]([F:21])([F:20])[F:19])[CH:15]=[CH:14][CH:13]=2)[C@@H:3]([CH2:23]/[CH:24]=[CH:25]\[CH2:26][CH2:27][CH2:28][C:29]([OH:31])=[O:30])[C@H:2]1[OH:32].CN(C)C.Cl[CH2:38][O:39]/[N:40]=[N+:41](\[O-:47])/[N:42]1[CH2:46][CH2:45][CH2:44][CH2:43]1, predict the reaction product. The product is: [OH:6][C@@H:5]1[CH2:1][C@H:2]([OH:32])[C@H:3]([CH2:23]/[CH:24]=[CH:25]\[CH2:26][CH2:27][CH2:28][C:29]([O:31][CH2:38][O:39]/[N:40]=[N+:41](\[O-:47])/[N:42]2[CH2:46][CH2:45][CH2:44][CH2:43]2)=[O:30])[C@H:4]1/[CH:7]=[CH:8]/[C@@H:9]([OH:22])[CH2:10][O:11][C:12]1[CH:13]=[CH:14][CH:15]=[C:16]([C:18]([F:21])([F:20])[F:19])[CH:17]=1.